From a dataset of Catalyst prediction with 721,799 reactions and 888 catalyst types from USPTO. Predict which catalyst facilitates the given reaction. (1) Reactant: [CH:1]1[C:10]2[CH2:9][CH2:8][CH2:7][CH2:6][C:5]=2[CH:4]=[C:3]([C:11](OCC)=[O:12])[N:2]=1.[H-].[H-].[H-].[H-].[Li+].[Al+3].O.[OH-].[Na+]. Product: [CH:1]1[C:10]2[CH2:9][CH2:8][CH2:7][CH2:6][C:5]=2[CH:4]=[C:3]([CH2:11][OH:12])[N:2]=1. The catalyst class is: 1. (2) Reactant: [ClH:1].Cl.[NH2:3][C:4]1[CH:23]=[CH:22][C:7]2[CH:8]=[C:9]([C:11]([NH:13][C@@H:14]3[CH:19]4[CH2:20][CH2:21][N:16]([CH2:17][CH2:18]4)[CH2:15]3)=[O:12])[S:10][C:6]=2[CH:5]=1.C(N(CC)CC)C.[CH3:31][C@H:32]([N:39]=[C:40]=[O:41])[C:33]1[CH:38]=[CH:37][CH:36]=[CH:35][CH:34]=1. Product: [ClH:1].[N:16]12[CH2:21][CH2:20][CH:19]([CH2:18][CH2:17]1)[C@@H:14]([NH:13][C:11]([C:9]1[S:10][C:6]3[CH:5]=[C:4]([NH:3][C:40]([NH:39][C@H:32]([C:33]4[CH:38]=[CH:37][CH:36]=[CH:35][CH:34]=4)[CH3:31])=[O:41])[CH:23]=[CH:22][C:7]=3[CH:8]=1)=[O:12])[CH2:15]2. The catalyst class is: 118. (3) Reactant: Cl[CH:2]([CH2:5][C:6]1[CH:16]=[CH:15][C:9]2[N:10]=[C:11]([S:13][CH3:14])[S:12][C:8]=2[CH:7]=1)[CH:3]=O.[N:17]1[CH:22]=[CH:21][CH:20]=[C:19]([NH2:23])[N:18]=1.O. Product: [N:23]1[CH:3]=[C:2]([CH2:5][C:6]2[CH:16]=[CH:15][C:9]3[N:10]=[C:11]([S:13][CH3:14])[S:12][C:8]=3[CH:7]=2)[N:18]2[C:19]=1[CH:20]=[CH:21][CH:22]=[N:17]2. The catalyst class is: 51.